This data is from Forward reaction prediction with 1.9M reactions from USPTO patents (1976-2016). The task is: Predict the product of the given reaction. (1) Given the reactants [CH3:1][C:2]1([CH3:16])[C:7](=O)[CH2:6][CH2:5][N:4]([C:9]([O:11][C:12]([CH3:15])([CH3:14])[CH3:13])=[O:10])[CH2:3]1.[NH2:17][CH2:18][CH2:19][C@H:20]([NH:24][C:25]([O:27][CH2:28][C:29]1[CH:34]=[CH:33][CH:32]=[CH:31][CH:30]=1)=[O:26])[C:21]([OH:23])=[O:22].[BH3-]C#N.[Na+], predict the reaction product. The product is: [CH2:28]([O:27][C:25]([NH:24][C@@H:20]([CH2:19][CH2:18][NH:17][CH:7]1[CH2:6][CH2:5][N:4]([C:9]([O:11][C:12]([CH3:15])([CH3:14])[CH3:13])=[O:10])[CH2:3][C:2]1([CH3:16])[CH3:1])[C:21]([OH:23])=[O:22])=[O:26])[C:29]1[CH:30]=[CH:31][CH:32]=[CH:33][CH:34]=1. (2) Given the reactants [F:1][C:2]1([F:13])[O:6][C:5]2[CH:7]=[CH:8][C:9]([CH2:11]O)=[CH:10][C:4]=2[O:3]1.S(Cl)([Cl:16])=O, predict the reaction product. The product is: [Cl:16][CH2:11][C:9]1[CH:8]=[CH:7][C:5]2[O:6][C:2]([F:13])([F:1])[O:3][C:4]=2[CH:10]=1.